This data is from Catalyst prediction with 721,799 reactions and 888 catalyst types from USPTO. The task is: Predict which catalyst facilitates the given reaction. (1) Reactant: C[O:2][C:3](=O)[CH2:4][NH:5][C:6]([O:8][C:9]([CH3:12])([CH3:11])[CH3:10])=[O:7].O.[NH2:15][NH2:16]. Product: [C:9]([O:8][C:6](=[O:7])[NH:5][CH2:4][C:3]([NH:15][NH2:16])=[O:2])([CH3:12])([CH3:11])[CH3:10]. The catalyst class is: 100. (2) Reactant: Cl[CH2:2][C:3]1[CH:8]=[CH:7][C:6]([C:9]([NH:11][C:12]2[CH:13]=[C:14]([C:26]3[CH:31]=[CH:30][CH:29]=[CH:28][CH:27]=3)[CH:15]=[CH:16][C:17]=2[NH:18][C:19](=[O:25])[O:20][C:21]([CH3:24])([CH3:23])[CH3:22])=[O:10])=[CH:5][CH:4]=1.[C:32]1(=[O:42])[NH:36][C:35](=[O:37])[C:34]2=[CH:38][CH:39]=[CH:40][CH:41]=[C:33]12.[K].[I-].[K+].O. Product: [O:37]=[C:35]1[C:34]2[C:33](=[CH:41][CH:40]=[CH:39][CH:38]=2)[C:32](=[O:42])[N:36]1[CH2:2][C:3]1[CH:8]=[CH:7][C:6]([C:9]([NH:11][C:12]2[CH:13]=[C:14]([C:26]3[CH:31]=[CH:30][CH:29]=[CH:28][CH:27]=3)[CH:15]=[CH:16][C:17]=2[NH:18][C:19](=[O:25])[O:20][C:21]([CH3:24])([CH3:23])[CH3:22])=[O:10])=[CH:5][CH:4]=1. The catalyst class is: 3. (3) Reactant: Cl.N1C=CC=CC=1.C[O:9][C:10]1[CH:11]=[C:12]([C:27](O)([CH3:29])[CH3:28])[C:13]2[O:17][C:16]([C:18]3[CH:23]=[CH:22][C:21]([O:24]C)=[CH:20][CH:19]=3)=[N:15][C:14]=2[CH:26]=1. Product: [OH:24][C:21]1[CH:20]=[CH:19][C:18]([C:16]2[O:17][C:13]3[C:12]([C:27]([CH3:29])=[CH2:28])=[CH:11][C:10]([OH:9])=[CH:26][C:14]=3[N:15]=2)=[CH:23][CH:22]=1. The catalyst class is: 6. (4) Reactant: [F:1][C:2]([F:15])([F:14])[C:3]1[CH:4]=[C:5]([CH2:9][CH2:10][C:11](O)=[O:12])[CH:6]=[CH:7][CH:8]=1.B.CO.O. Product: [F:1][C:2]([F:14])([F:15])[C:3]1[CH:4]=[C:5]([CH2:9][CH2:10][CH2:11][OH:12])[CH:6]=[CH:7][CH:8]=1. The catalyst class is: 1. (5) Reactant: Cl[CH2:2][CH2:3][CH2:4][C:5]1[CH:14]=[CH:13][C:8]2[NH:9][C:10](=[O:12])[S:11][C:7]=2[CH:6]=1.[F-:15].[K+].CCCC[N+](CCCC)(CCCC)CCCC.[F-]. Product: [F:15][CH2:2][CH2:3][CH2:4][C:5]1[CH:14]=[CH:13][C:8]2[NH:9][C:10](=[O:12])[S:11][C:7]=2[CH:6]=1. The catalyst class is: 1. (6) Reactant: [O:1]=[C:2]1[CH2:7][CH2:6][CH2:5][C:4]2([CH2:12][CH2:11][N:10](C(OC(C)(C)C)=O)[CH2:9][CH2:8]2)[N:3]1[CH2:20][C:21]1[CH:29]=[CH:28][CH:27]=[C:26]2[C:22]=1[CH:23]=[CH:24][N:25]2[S:30]([C:33]1[CH:39]=[CH:38][C:36]([CH3:37])=[CH:35][CH:34]=1)(=[O:32])=[O:31]. Product: [S:30]([N:25]1[C:26]2[C:22](=[C:21]([CH2:20][N:3]3[C:4]4([CH2:12][CH2:11][NH:10][CH2:9][CH2:8]4)[CH2:5][CH2:6][CH2:7][C:2]3=[O:1])[CH:29]=[CH:28][CH:27]=2)[CH:23]=[CH:24]1)([C:33]1[CH:34]=[CH:35][C:36]([CH3:37])=[CH:38][CH:39]=1)(=[O:31])=[O:32]. The catalyst class is: 157. (7) Reactant: CS(O[CH2:6][C:7]1[N:8]([CH2:17][CH2:18][CH2:19][S:20]([CH3:23])(=[O:22])=[O:21])[C:9]2[C:14]([CH:15]=1)=[CH:13][C:12]([Cl:16])=[CH:11][CH:10]=2)(=O)=O.[CH3:24][S:25]([C:28]1[C:36]2[C:31](=[CH:32][N:33]=[CH:34][CH:35]=2)[NH:30][N:29]=1)(=[O:27])=[O:26].C1C=CC(P(C2C=CC=CC=2)C2C=CC=CC=2)=CC=1.CC(OC(/N=N/C(OC(C)C)=O)=O)C. Product: [Cl:16][C:12]1[CH:13]=[C:14]2[C:9](=[CH:10][CH:11]=1)[N:8]([CH2:17][CH2:18][CH2:19][S:20]([CH3:23])(=[O:21])=[O:22])[C:7]([CH2:6][N:30]1[C:31]3=[CH:32][N:33]=[CH:34][CH:35]=[C:36]3[C:28]([S:25]([CH3:24])(=[O:26])=[O:27])=[N:29]1)=[CH:15]2. The catalyst class is: 1. (8) Reactant: Cl[C:2]1[C:11]2[C:6](=[CH:7][C:8]([F:13])=[CH:9][C:10]=2[F:12])[N:5]=[C:4]([N:14]2[CH2:18][CH2:17][CH2:16][C@H:15]2[C:19]([O:21][C:22]([CH3:25])([CH3:24])[CH3:23])=[O:20])[C:3]=1[CH3:26].[O:27]1[CH2:32][CH2:31][N:30]([C:33]2[CH:34]=[C:35]([NH2:39])[CH:36]=[N:37][CH:38]=2)[CH2:29][CH2:28]1. Product: [F:12][C:10]1[CH:9]=[C:8]([F:13])[CH:7]=[C:6]2[C:11]=1[C:2]([NH:39][C:35]1[CH:36]=[N:37][CH:38]=[C:33]([N:30]3[CH2:31][CH2:32][O:27][CH2:28][CH2:29]3)[CH:34]=1)=[C:3]([CH3:26])[C:4]([N:14]1[CH2:18][CH2:17][CH2:16][C@H:15]1[C:19]([O:21][C:22]([CH3:25])([CH3:24])[CH3:23])=[O:20])=[N:5]2. The catalyst class is: 11. (9) Reactant: [CH2:1]([O:3][C:4](=[O:18])[CH:5]([O:15][CH2:16][CH3:17])[CH2:6][C:7]1[CH:12]=[CH:11][C:10]([OH:13])=[C:9]([F:14])[CH:8]=1)[CH3:2].[CH:19]([C:22]1[CH:27]=[CH:26][C:25]([C:28]2[S:29][CH:30]=[C:31]([CH2:33][CH2:34]O)[N:32]=2)=[CH:24][CH:23]=1)([CH3:21])[CH3:20].C(OC(CC1C=CC(OCC2N=C(C3C=CC(C(C)C)=CC=3)SC=2)=C(C)C=1)C(O)=O)C.C1(P(C2C=CC=CC=2)C2C=CC=CC=2)C=CC=CC=1.N(C(OCC)=O)=NC(OCC)=O. Product: [CH2:1]([O:3][C:4](=[O:18])[CH:5]([O:15][CH2:16][CH3:17])[CH2:6][C:7]1[CH:12]=[CH:11][C:10]([O:13][CH2:34][CH2:33][C:31]2[N:32]=[C:28]([C:25]3[CH:26]=[CH:27][C:22]([CH:19]([CH3:20])[CH3:21])=[CH:23][CH:24]=3)[S:29][CH:30]=2)=[C:9]([F:14])[CH:8]=1)[CH3:2]. The catalyst class is: 7.